Predict the reactants needed to synthesize the given product. From a dataset of Full USPTO retrosynthesis dataset with 1.9M reactions from patents (1976-2016). (1) The reactants are: [O:1]1[CH:5]=[CH:4][CH2:3][NH:2]1.[CH3:6][Si]([C:10]#[CH:11])(C)C.C([N:15]([CH2:19]C)[CH:16]([CH3:18])C)(C)C.[C:21](=[O:24])([O-])[O-].[K+].[K+].C[Si]([N:31]=[N+:32]=[N-:33])(C)C. Given the product [N:15]1[CH:16]=[CH:18][CH:6]=[C:21]([O:24][C:3]2[CH2:4][CH2:5][O:1][N:2]=2)[CH:19]=1.[NH:31]1[CH:11]=[CH:10][N:33]=[N:32]1, predict the reactants needed to synthesize it. (2) Given the product [Br:23][C:19]1[CH:18]=[N:17][N:14]2[CH:15]=[CH:16][C:11]([C:8]3[CH:9]=[CH:10][N:5]([CH2:4][CH2:3][C:2]([CH3:22])([CH3:21])[CH3:1])[C:6](=[O:20])[CH:7]=3)=[N:12][C:13]=12, predict the reactants needed to synthesize it. The reactants are: [CH3:1][C:2]([CH3:22])([CH3:21])[CH2:3][CH2:4][N:5]1[CH:10]=[CH:9][C:8]([C:11]2[CH:16]=[CH:15][N:14]3[N:17]=[CH:18][CH:19]=[C:13]3[N:12]=2)=[CH:7][C:6]1=[O:20].[Br:23]N1C(=O)CCC1=O. (3) Given the product [CH3:1][N+:2]1([CH3:26])[C@@H:3]2[C@@H:9]3[O:10][C@@H:8]3[C@H:7]1[CH2:6][C@@H:5]([O:11][C:12]([C:14]([OH:25])([C:15]1[S:19][CH:18]=[CH:17][CH:16]=1)[C:20]1[S:24][CH:23]=[CH:22][CH:21]=1)=[O:13])[CH2:4]2.[C:33]([O-:40])(=[O:39])/[CH:34]=[CH:35]/[C:36]([O-:38])=[O:37].[CH3:1][N+:2]1([CH3:26])[C@@H:3]2[C@@H:9]3[O:10][C@@H:8]3[C@H:7]1[CH2:6][C@@H:5]([O:11][C:12]([C:14]([OH:25])([C:15]1[S:19][CH:18]=[CH:17][CH:16]=1)[C:20]1[S:24][CH:23]=[CH:22][CH:21]=1)=[O:13])[CH2:4]2, predict the reactants needed to synthesize it. The reactants are: [CH3:1][N+:2]1([CH3:26])[C@@H:7]2[C@@H:8]3[O:10][C@@H:9]3[C@H:3]1[CH2:4][C@@H:5]([O:11][C:12]([C:14]([OH:25])([C:20]1[S:24][CH:23]=[CH:22][CH:21]=1)[C:15]1[S:19][CH:18]=[CH:17][CH:16]=1)=[O:13])[CH2:6]2.O.[Br-].C(=O)(O)[O-].[C:33]([OH:40])(=[O:39])/[CH:34]=[CH:35]/[C:36]([OH:38])=[O:37]. (4) Given the product [Cl:1][C:2]1[CH:10]=[C:9]2[C:5](/[C:6](=[CH:12]\[C:13]([CH3:17])([CH3:16])[CH3:14])/[C:7](=[O:11])[NH:8]2)=[CH:4][CH:3]=1, predict the reactants needed to synthesize it. The reactants are: [Cl:1][C:2]1[CH:10]=[C:9]2[C:5]([CH2:6][C:7](=[O:11])[NH:8]2)=[CH:4][CH:3]=1.[CH3:12][C:13]([CH3:17])([CH3:16])[CH:14]=O.N1CCCC1. (5) Given the product [O:1]1[CH2:5][CH2:4][C@@H:3]([NH:6][C:7]2[N:15]=[CH:14][N:13]=[C:12]3[C:8]=2[N:9]=[CH:10][N:11]3[C@@H:16]2[O:20][C@H:19]([CH2:21][NH:22][C:23]([NH:25][CH2:26][CH2:29][CH3:30])=[O:24])[C@@H:18]([OH:27])[C@H:17]2[OH:28])[CH2:2]1, predict the reactants needed to synthesize it. The reactants are: [O:1]1[CH2:5][CH2:4][C@@H:3]([NH:6][C:7]2[N:15]=[CH:14][N:13]=[C:12]3[C:8]=2[N:9]=[CH:10][N:11]3[C@@H:16]2[O:20][C@H:19]([CH2:21][NH:22][C:23]([NH:25][CH3:26])=[O:24])[C@@H:18]([OH:27])[C@H:17]2[OH:28])[CH2:2]1.[CH2:29](N=C=O)[CH2:30]C.CN=C=O. (6) Given the product [C:59]([C:51]1[CH:50]=[C:49]([NH:48][C:39]([NH:38][C:31]2[C:32]3[C:37](=[CH:36][CH:35]=[CH:34][CH:33]=3)[C:28]([O:27][C:25]3[CH:24]=[CH:23][N:22]=[C:21]([NH:20][C:5]4[CH:6]=[C:7]([O:9][CH2:10][CH2:11][O:12][CH2:13][CH2:14][O:15][CH2:16][CH2:17][O:18][CH3:19])[CH:8]=[C:3]([O:2][CH3:1])[CH:4]=4)[N:26]=3)=[CH:29][CH:30]=2)=[O:40])[C:57]2[O:56][C:55](=[O:58])[NH:54][C:53]=2[CH:52]=1)([CH3:62])([CH3:61])[CH3:60], predict the reactants needed to synthesize it. The reactants are: [CH3:1][O:2][C:3]1[CH:4]=[C:5]([NH:20][C:21]2[N:26]=[C:25]([O:27][C:28]3[C:37]4[C:32](=[CH:33][CH:34]=[CH:35][CH:36]=4)[C:31]([NH:38][C:39](=O)[O:40]C4C=CC=CC=4)=[CH:30][CH:29]=3)[CH:24]=[CH:23][N:22]=2)[CH:6]=[C:7]([O:9][CH2:10][CH2:11][O:12][CH2:13][CH2:14][O:15][CH2:16][CH2:17][O:18][CH3:19])[CH:8]=1.[NH2:48][C:49]1[C:57]2[O:56][C:55](=[O:58])[NH:54][C:53]=2[CH:52]=[C:51]([C:59]([CH3:62])([CH3:61])[CH3:60])[CH:50]=1. (7) Given the product [CH:24]([NH:23][C:19]1[N:18]=[C:17]([C:16]2[C:8]([C:6]3[CH:5]=[CH:4][N:3]=[C:2]([NH:9][CH:8]([CH3:16])[CH3:6])[CH:7]=3)=[N:9][N:10]3[CH:15]=[CH:14][CH:13]=[CH:12][C:11]=23)[CH:22]=[CH:21][N:20]=1)([CH3:26])[CH3:25], predict the reactants needed to synthesize it. The reactants are: F[C:2]1[CH:7]=[C:6]([C:8]2[C:16]([C:17]3[CH:22]=[CH:21][N:20]=[C:19]([NH:23][CH:24]([CH3:26])[CH3:25])[N:18]=3)=[C:11]3[CH:12]=[CH:13][CH:14]=[CH:15][N:10]3[N:9]=2)[CH:5]=[CH:4][N:3]=1.